From a dataset of NCI-60 drug combinations with 297,098 pairs across 59 cell lines. Regression. Given two drug SMILES strings and cell line genomic features, predict the synergy score measuring deviation from expected non-interaction effect. Drug 1: CCN(CC)CCNC(=O)C1=C(NC(=C1C)C=C2C3=C(C=CC(=C3)F)NC2=O)C. Drug 2: CN(C(=O)NC(C=O)C(C(C(CO)O)O)O)N=O. Cell line: CAKI-1. Synergy scores: CSS=13.5, Synergy_ZIP=-1.62, Synergy_Bliss=2.78, Synergy_Loewe=-6.47, Synergy_HSA=-6.40.